Predict the product of the given reaction. From a dataset of Forward reaction prediction with 1.9M reactions from USPTO patents (1976-2016). (1) Given the reactants [N:1]1([CH2:7][C:8]2[CH:13]=[CH:12][C:11]([C:14]#[C:15][C:16]3[CH:24]=[CH:23][C:19]([C:20](O)=[O:21])=[CH:18][CH:17]=3)=[CH:10][CH:9]=2)[CH2:6][CH2:5][O:4][CH2:3][CH2:2]1.Cl.CN(C(ON1N=NC2C=CC=NC1=2)=[N+](C)C)C.F[P-](F)(F)(F)(F)F.CC[N:52]([CH:56]([CH3:58])[CH3:57])C(C)C.N[C@H:60]([C:67]([O:69][CH3:70])=[O:68])[C:61]1[CH:66]=CC=C[CH:62]=1.Cl, predict the reaction product. The product is: [CH3:70][O:69][C:67](=[O:68])[CH2:60][C:61]1[CH:66]=[CH:57][C:56]([NH:52][C:20](=[O:21])[C:19]2[CH:23]=[CH:24][C:16]([C:15]#[C:14][C:11]3[CH:10]=[CH:9][C:8]([CH2:7][N:1]4[CH2:6][CH2:5][O:4][CH2:3][CH2:2]4)=[CH:13][CH:12]=3)=[CH:17][CH:18]=2)=[CH:58][CH:62]=1. (2) Given the reactants Cl.[Br:2][C:3]1[CH:8]=[CH:7][C:6]([O:9][CH2:10][CH:11](OC)[O:12]C)=[C:5]([CH3:16])[CH:4]=1.[Na+].[Cl-], predict the reaction product. The product is: [Br:2][C:3]1[CH:8]=[CH:7][C:6]([O:9][CH2:10][CH:11]=[O:12])=[C:5]([CH3:16])[CH:4]=1. (3) Given the reactants [C:1]1(=O)[CH2:5][CH2:4][CH2:3][CH2:2]1.[CH:7]([NH2:10])([CH3:9])[CH3:8].C(O)(=O)C.C(O[BH-](OC(=O)C)OC(=O)C)(=O)C.[Na+].Cl.C1C=CC2N(O)N=NC=2C=1.C(NCCC(O)=O)(OC(C)(C)C)=O, predict the reaction product. The product is: [CH:7]([NH:10][CH:1]1[CH2:5][CH2:4][CH2:3][CH2:2]1)([CH3:9])[CH3:8]. (4) Given the reactants [OH:1][C:2]1[CH:9]=[C:8]([O:10][CH2:11][CH2:12][O:13][CH3:14])[CH:7]=[CH:6][C:3]=1[CH:4]=[O:5].[H-].[Na+].Cl[C:18]1[C:23]([Cl:24])=[CH:22][C:21]([C:25]([F:28])([F:27])[F:26])=[CH:20][N:19]=1.[Cl-].[NH4+], predict the reaction product. The product is: [Cl:24][C:23]1[C:18]([O:1][C:2]2[CH:9]=[C:8]([O:10][CH2:11][CH2:12][O:13][CH3:14])[CH:7]=[CH:6][C:3]=2[CH:4]=[O:5])=[N:19][CH:20]=[C:21]([C:25]([F:27])([F:26])[F:28])[CH:22]=1. (5) Given the reactants [CH2:1]([N:4]([CH2:12][CH:13]=[CH2:14])[C:5]1[CH:10]=[CH:9][CH:8]=[C:7]([Br:11])[CH:6]=1)[CH:2]=[CH2:3].CN([CH:18]=[O:19])C.P(Cl)(Cl)(Cl)=O.[OH-].[Na+].[BH4-].[Na+], predict the reaction product. The product is: [CH2:12]([N:4]([CH2:1][CH:2]=[CH2:3])[C:5]1[CH:10]=[CH:9][C:8]([CH2:18][OH:19])=[C:7]([Br:11])[CH:6]=1)[CH:13]=[CH2:14].